Dataset: Reaction yield outcomes from USPTO patents with 853,638 reactions. Task: Predict the reaction yield, written as a fraction of the theoretical maximum amount of product (1.0 means a 100% yield; for example, 0.34 means a 34% yield). (1) The reactants are [CH2:1]1[C:4]2([CH2:7][N:6]([CH2:8][C:9]3[CH:14]=[CH:13][C:12]([OH:15])=[CH:11][C:10]=3[Cl:16])[CH2:5]2)[CH2:3][O:2]1.CS(O[CH:22]1[CH2:25][N:24]([C:26]([C:28]2[O:29][C:30]([C:33]3[CH:38]=[CH:37][CH:36]=[CH:35][CH:34]=3)=[N:31][N:32]=2)=[O:27])[CH2:23]1)(=O)=O.C([O-])([O-])=O.[Cs+].[Cs+]. The catalyst is CN(C=O)C. The product is [CH2:3]1[C:4]2([CH2:5][N:6]([CH2:8][C:9]3[CH:14]=[CH:13][C:12]([O:15][CH:22]4[CH2:23][N:24]([C:26]([C:28]5[O:29][C:30]([C:33]6[CH:38]=[CH:37][CH:36]=[CH:35][CH:34]=6)=[N:31][N:32]=5)=[O:27])[CH2:25]4)=[CH:11][C:10]=3[Cl:16])[CH2:7]2)[CH2:1][O:2]1. The yield is 0.445. (2) The reactants are Br[C:2]1[CH:11]=[CH:10][C:5]2[NH:6][C:7](=[O:9])[NH:8][C:4]=2[CH:3]=1.[CH2:12]1[C:21]2[C:16](=[CH:17][CH:18]=[CH:19][CH:20]=2)[CH2:15][CH2:14][N:13]1[CH2:22][CH:23]([OH:41])[CH2:24][O:25][C:26]1[CH:31]=[CH:30][CH:29]=[C:28](B2OC(C)(C)C(C)(C)O2)[CH:27]=1.C([O-])([O-])=O.[K+].[K+]. The catalyst is O.O1CCOCC1.C1C=CC(P(C2C=CC=CC=2)[C-]2C=CC=C2)=CC=1.C1C=CC(P(C2C=CC=CC=2)[C-]2C=CC=C2)=CC=1.Cl[Pd]Cl.[Fe+2]. The product is [CH2:12]1[C:21]2[C:16](=[CH:17][CH:18]=[CH:19][CH:20]=2)[CH2:15][CH2:14][N:13]1[CH2:22][CH:23]([OH:41])[CH2:24][O:25][C:26]1[CH:27]=[C:28]([C:2]2[CH:11]=[CH:10][C:5]3[NH:6][C:7](=[O:9])[NH:8][C:4]=3[CH:3]=2)[CH:29]=[CH:30][CH:31]=1. The yield is 0.365. (3) The reactants are F[C:2]1[CH:9]=[CH:8][C:7]([C:10]([F:13])([F:12])[F:11])=[CH:6][C:3]=1[CH:4]=[O:5].[C:14]([N:21]1[CH2:26][CH2:25][NH:24][CH2:23][CH2:22]1)([O:16][C:17]([CH3:20])([CH3:19])[CH3:18])=[O:15].C([O-])([O-])=O.[K+].[K+]. The catalyst is CN(C=O)C.CCOC(C)=O. The product is [C:17]([O:16][C:14]([N:21]1[CH2:26][CH2:25][N:24]([C:2]2[CH:9]=[CH:8][C:7]([C:10]([F:13])([F:12])[F:11])=[CH:6][C:3]=2[CH:4]=[O:5])[CH2:23][CH2:22]1)=[O:15])([CH3:20])([CH3:18])[CH3:19]. The yield is 0.920. (4) The reactants are [F:1][C@H:2]1[CH2:4][C@H:3]1[C:5](=O)[CH2:6][C:7]#[N:8].[NH2:10][NH2:11]. The catalyst is CCO. The product is [F:1][C@H:2]1[CH2:4][C@H:3]1[C:5]1[NH:11][N:10]=[C:7]([NH2:8])[CH:6]=1. The yield is 0.609. (5) The reactants are [Cl:1][C:2]1[CH:3]=[CH:4][C:5]([NH:10][C:11]2[C:16]([Cl:17])=[CH:15][N:14]=[C:13]([NH:18][C:19]3[N:23]([CH:24]([CH3:26])[CH3:25])[N:22]=[C:21]([CH3:27])[CH:20]=3)[CH:12]=2)=C([CH:9]=1)C#N.[OH-].[Na+].[C:30]([O:33]CC)(=[O:32])[CH3:31]. The catalyst is O1CCOCC1. The product is [Cl:1][C:2]1[CH:3]=[CH:4][C:5]([NH:10][C:11]2[C:16]([Cl:17])=[CH:15][N:14]=[C:13]([NH:18][C:19]3[N:23]([CH:24]([CH3:25])[CH3:26])[N:22]=[C:21]([CH3:27])[CH:20]=3)[CH:12]=2)=[C:31]([CH:9]=1)[C:30]([OH:33])=[O:32]. The yield is 0.900.